This data is from CYP2C19 inhibition data for predicting drug metabolism from PubChem BioAssay. The task is: Regression/Classification. Given a drug SMILES string, predict its absorption, distribution, metabolism, or excretion properties. Task type varies by dataset: regression for continuous measurements (e.g., permeability, clearance, half-life) or binary classification for categorical outcomes (e.g., BBB penetration, CYP inhibition). Dataset: cyp2c19_veith. (1) The result is 1 (inhibitor). The compound is Cc1ccc(N=C2Sc3nc4cc(C)cc(C)c4cc3CN2CCN2CCOCC2)cc1. (2) The compound is COc1ccccc1-c1nc(N(C)C)c2ccccc2n1. The result is 0 (non-inhibitor). (3) The compound is COC(=O)C/C=C\[C@@H](C)[C@@H](/C=N\O[C@@H](C)c1cc(-c2c(C)cc(C)cc2C)no1)NS(=O)(=O)c1ccc(C)cc1. The result is 1 (inhibitor). (4) The compound is CCCN[C@@H]1CCc2c(OC)cccc2[C@@H]1C. The result is 0 (non-inhibitor). (5) The compound is COc1ccccc1CN1CCC2(CCNCC2)CC1. The result is 0 (non-inhibitor). (6) The result is 0 (non-inhibitor). The drug is COc1cc2c(cc1OC)[C@]13CC[N@+]4(C)CC5=CCO[C@H]6CC(=O)N2[C@@H]1[C@@H]6[C@@H]5C[C@]34O. (7) The molecule is NC(=NCCC[C@H](N)C(=O)O)NO. The result is 0 (non-inhibitor). (8) The compound is COc1ccccc1CNc1ncnc2ccc(-c3ccccc3C#N)cc12. The result is 1 (inhibitor). (9) The molecule is COc1cc(-c2[o+]c3cc(O)cc(O)c3cc2O)cc(O)c1O.O=C(O)c1ccccc1. The result is 0 (non-inhibitor). (10) The molecule is COc1ccc(-n2c(=O)c(-c3cccs3)nc3cnc(Nc4ccccc4)nc32)cc1. The result is 0 (non-inhibitor).